The task is: Predict which catalyst facilitates the given reaction.. This data is from Catalyst prediction with 721,799 reactions and 888 catalyst types from USPTO. (1) Reactant: [CH3:1][CH:2]([CH3:16])[CH2:3][C:4]([CH:6]1[C:11](=[O:12])OC(C)(C)OC1=O)=[O:5].[C:17]12([CH2:27][NH2:28])[CH2:26][CH:21]3[CH2:22][CH:23]([CH2:25][CH:19]([CH2:20]3)[CH2:18]1)[CH2:24]2. Product: [C:17]12([CH2:27][NH:28][C:11](=[O:12])[CH2:6][C:4](=[O:5])[CH2:3][CH:2]([CH3:1])[CH3:16])[CH2:24][CH:23]3[CH2:22][CH:21]([CH2:20][CH:19]([CH2:25]3)[CH2:18]1)[CH2:26]2. The catalyst class is: 12. (2) Reactant: [Cl:1][C:2]1[C:3]([OH:19])=[C:4]([S:9]([N:12]2[CH2:16][CH2:15][CH2:14][C@H:13]2[C:17]#[N:18])(=[O:11])=[O:10])[CH:5]=[C:6]([Cl:8])[CH:7]=1.[N-:20]=[N+:21]=[N-:22].[Na+].Cl.C(N(CC)CC)C.Cl. Product: [Cl:1][C:2]1[CH:7]=[C:6]([Cl:8])[CH:5]=[C:4]([S:9]([N:12]2[CH2:16][CH2:15][CH2:14][C@H:13]2[C:17]2[N:20]=[N:21][NH:22][N:18]=2)(=[O:10])=[O:11])[C:3]=1[OH:19]. The catalyst class is: 3. (3) Reactant: [O:1]=[C:2]1[NH:7][N:6]=[C:5]([C:8]2[CH:13]=[CH:12][C:11]([CH2:14][CH2:15][O:16]C(=O)C)=[CH:10][CH:9]=2)[CH:4]=[CH:3]1.C(=O)([O-])[O-].[K+].[K+]. Product: [OH:16][CH2:15][CH2:14][C:11]1[CH:12]=[CH:13][C:8]([C:5]2[CH:4]=[CH:3][C:2](=[O:1])[NH:7][N:6]=2)=[CH:9][CH:10]=1. The catalyst class is: 111. (4) Reactant: [C:1]([O:5][C:6]([NH:8][C@@H:9]([CH2:14][C:15]1[CH:16]=[N:17][C:18]([C:21]([F:24])([F:23])[F:22])=[CH:19][CH:20]=1)[C:10](OC)=[O:11])=[O:7])([CH3:4])([CH3:3])[CH3:2].[BH4-].[Li+]. Product: [OH:11][CH2:10][C@@H:9]([NH:8][C:6](=[O:7])[O:5][C:1]([CH3:3])([CH3:2])[CH3:4])[CH2:14][C:15]1[CH:16]=[N:17][C:18]([C:21]([F:24])([F:23])[F:22])=[CH:19][CH:20]=1. The catalyst class is: 242. (5) Reactant: [C:1]([OH:8])(=[O:7])[CH2:2][CH2:3][CH2:4][CH2:5][CH3:6].O[N:10]1[C:14](=[O:15])[CH2:13][CH2:12][C:11]1=[O:16]. Product: [C:1]([O:8][N:10]1[C:14](=[O:15])[CH2:13][CH2:12][C:11]1=[O:16])(=[O:7])[CH2:2][CH2:3][CH2:4][CH2:5][CH3:6]. The catalyst class is: 3.